From a dataset of Forward reaction prediction with 1.9M reactions from USPTO patents (1976-2016). Predict the product of the given reaction. The product is: [NH2:1][C:2]1[S:3][C:4]([C:23]2[CH:28]=[CH:27][N:26]=[C:25]([NH:71][C:68]3[CH:69]=[CH:70][C:65]([NH:64][CH2:63][CH2:62][CH2:61][N:60]([CH3:73])[CH3:59])=[C:66]([F:72])[CH:67]=3)[N:24]=2)=[C:5]([C:7]2[CH:8]=[C:9]([N:13]([CH3:22])[C:14]([CH:16]3[CH2:21][CH2:20][CH2:19][CH2:18][CH2:17]3)=[O:15])[CH:10]=[CH:11][CH:12]=2)[N:6]=1. Given the reactants [NH2:1][C:2]1[S:3][C:4]([C:23]2[CH:28]=[CH:27][N:26]=[C:25](Cl)[N:24]=2)=[C:5]([C:7]2[CH:8]=[C:9]([N:13]([CH3:22])[C:14]([CH:16]3[CH2:21][CH2:20][CH2:19][CH2:18][CH2:17]3)=[O:15])[CH:10]=[CH:11][CH:12]=2)[N:6]=1.NC1SC(C2NC(=O)N=CC=2)=C(C2C=C(N(C)C(C3CCCCC3)=O)C=CC=2)N=1.[CH3:59][N:60]([CH3:73])[CH2:61][CH2:62][CH2:63][NH:64][C:65]1[CH:70]=[CH:69][C:68]([NH2:71])=[CH:67][C:66]=1[F:72].[OH-].[Na+], predict the reaction product.